Dataset: Full USPTO retrosynthesis dataset with 1.9M reactions from patents (1976-2016). Task: Predict the reactants needed to synthesize the given product. Given the product [CH2:1]([O:3][C:4](=[O:17])[CH:5]([S:6]([CH2:9][CH2:10][C:11]1([CH3:16])[O:15][CH2:14][CH2:13][O:12]1)(=[O:7])=[O:8])[CH2:24][CH2:23][S:22][C:19]([F:21])([F:20])[F:18])[CH3:2], predict the reactants needed to synthesize it. The reactants are: [CH2:1]([O:3][C:4](=[O:17])[CH2:5][S:6]([CH2:9][CH2:10][C:11]1([CH3:16])[O:15][CH2:14][CH2:13][O:12]1)(=[O:8])=[O:7])[CH3:2].[F:18][C:19]([S:22][CH2:23][CH2:24]OS(C(F)(F)F)(=O)=O)([F:21])[F:20].